The task is: Predict the product of the given reaction.. This data is from Forward reaction prediction with 1.9M reactions from USPTO patents (1976-2016). (1) Given the reactants CN(C)C=O.C[O:7][C:8](=[O:16])[C:9]1[CH:14]=[CH:13][CH:12]=[C:11]([OH:15])[CH:10]=1.CC(C)([O-])C.[K+].Br[C:24]1[CH:29]=[CH:28][C:27]([Cl:30])=[CH:26][N:25]=1, predict the reaction product. The product is: [Cl:30][C:27]1[CH:28]=[CH:29][C:24]([O:15][C:11]2[CH:10]=[C:9]([CH:14]=[CH:13][CH:12]=2)[C:8]([OH:7])=[O:16])=[N:25][CH:26]=1. (2) Given the reactants Br[C:2]1[CH:3]=[C:4]2[C:8](=[CH:9][CH:10]=1)[N:7]([C:11]1[CH:16]=[CH:15][C:14]([F:17])=[CH:13][CH:12]=1)[N:6]=[CH:5]2.[CH:18]1([NH:22][C:23](=[O:40])[C:24]2[CH:29]=[CH:28][C:27]([CH3:30])=[C:26](B3OC(C)(C)C(C)(C)O3)[CH:25]=2)[CH2:21][CH2:20][CH2:19]1.C(=O)(O)[O-].[Na+], predict the reaction product. The product is: [CH:18]1([NH:22][C:23](=[O:40])[C:24]2[CH:25]=[CH:26][C:27]([CH3:30])=[C:28]([C:2]3[CH:3]=[C:4]4[C:8](=[CH:9][CH:10]=3)[N:7]([C:11]3[CH:16]=[CH:15][C:14]([F:17])=[CH:13][CH:12]=3)[N:6]=[CH:5]4)[CH:29]=2)[CH2:21][CH2:20][CH2:19]1. (3) Given the reactants Cl[S:2]([C:5]1[CH:14]=[C:13]([Cl:15])[CH:12]=[CH:11][C:6]=1[C:7]([O:9][CH3:10])=[O:8])(=O)=O, predict the reaction product. The product is: [SH:2][C:5]1[CH:14]=[C:13]([Cl:15])[CH:12]=[CH:11][C:6]=1[C:7]([O:9][CH3:10])=[O:8]. (4) Given the reactants O[CH2:2][CH2:3][CH2:4][N:5]1[CH2:10][CH2:9][N:8]([C:11]([O:13][C:14]([CH3:17])([CH3:16])[CH3:15])=[O:12])[CH2:7][CH2:6]1.C1C=CC(P(C2C=CC=CC=2)C2C=CC=CC=2)=CC=1.[I:37]I.N1C=CN=C1, predict the reaction product. The product is: [I:37][CH2:2][CH2:3][CH2:4][N:5]1[CH2:10][CH2:9][N:8]([C:11]([O:13][C:14]([CH3:17])([CH3:16])[CH3:15])=[O:12])[CH2:7][CH2:6]1. (5) Given the reactants Cl.[C:2]1([N:8]([CH2:32][CH2:33][C:34]([O:36][CH3:37])=[O:35])[C:9]([C:11]2[CH:31]=[CH:30][C:14]3[N:15]([CH3:29])[C:16]([CH2:18][NH:19][C:20]4[CH:25]=[CH:24][C:23]([C:26](=[NH:28])[NH2:27])=[CH:22][CH:21]=4)=[N:17][C:13]=3[CH:12]=2)=[O:10])[CH:7]=[CH:6][CH:5]=[CH:4][CH:3]=1.Cl[C:39]([O:41][CH:42]1[CH2:47][CH2:46][CH2:45][CH2:44][CH2:43]1)=[O:40], predict the reaction product. The product is: [C:2]1([N:8]([CH2:32][CH2:33][C:34]([O:36][CH3:37])=[O:35])[C:9]([C:11]2[CH:31]=[CH:30][C:14]3[N:15]([CH3:29])[C:16]([CH2:18][NH:19][C:20]4[CH:25]=[CH:24][C:23]([C:26](=[NH:27])[NH:28][C:39]([O:41][CH:42]5[CH2:47][CH2:46][CH2:45][CH2:44][CH2:43]5)=[O:40])=[CH:22][CH:21]=4)=[N:17][C:13]=3[CH:12]=2)=[O:10])[CH:3]=[CH:4][CH:5]=[CH:6][CH:7]=1. (6) The product is: [NH2:14][C:8]1[CH:7]=[CH:6][C:5]([O:4][CH2:3][C:2]([OH:1])([CH3:17])[CH3:18])=[CH:13][C:9]=1[C:10]([OH:12])=[O:11]. Given the reactants [OH:1][C:2]([CH3:18])([CH3:17])[CH2:3][O:4][C:5]1[CH:6]=[CH:7][C:8]([N+:14]([O-])=O)=[C:9]([CH:13]=1)[C:10]([OH:12])=[O:11], predict the reaction product.